Dataset: Full USPTO retrosynthesis dataset with 1.9M reactions from patents (1976-2016). Task: Predict the reactants needed to synthesize the given product. (1) Given the product [Cl:1][C:2]1[C:7]([Cl:8])=[N+:6]([O-:9])[C:5]([C:10]([O:12][CH3:14])=[O:11])=[CH:4][CH:3]=1, predict the reactants needed to synthesize it. The reactants are: [Cl:1][C:2]1[C:7]([Cl:8])=[N+:6]([O-:9])[C:5]([C:10]([OH:12])=[O:11])=[CH:4][CH:3]=1.Cl.[CH3:14]O. (2) Given the product [CH3:1][O:2][C:3]1[CH:4]=[C:5]2[C:9](=[CH:10][C:11]=1[O:12][CH3:13])[N:8]([CH2:14][CH2:15][CH2:16][OH:17])[CH:7]=[C:6]2[C:18]1[NH:26][C:21]2=[N:22][CH:23]=[CH:24][CH:25]=[C:20]2[CH:19]=1, predict the reactants needed to synthesize it. The reactants are: [CH3:1][O:2][C:3]1[CH:4]=[C:5]2[C:9](=[CH:10][C:11]=1[O:12][CH3:13])[N:8]([CH2:14][CH2:15][CH2:16][OH:17])[CH:7]=[C:6]2[C:18]1[N:26](S(C2C=CC(C)=CC=2)(=O)=O)[C:21]2=[N:22][CH:23]=[CH:24][CH:25]=[C:20]2[CH:19]=1.[OH-].[K+].